From a dataset of Reaction yield outcomes from USPTO patents with 853,638 reactions. Predict the reaction yield, written as a fraction of the theoretical maximum amount of product (1.0 means a 100% yield; for example, 0.34 means a 34% yield). The reactants are Cl[C:2]([O:4][C:5]1[CH:10]=[CH:9][CH:8]=[CH:7][CH:6]=1)=[O:3].[O:11]([C:18]1[CH:19]=[C:20]([CH:23]=[CH:24][CH:25]=1)[CH2:21][NH2:22])[C:12]1[CH:17]=[CH:16][CH:15]=[CH:14][CH:13]=1.C(N(CC)CC)C. The catalyst is O1CCCC1.[Cl-].[Na+].O. The product is [C:5]1([O:4][C:2](=[O:3])[NH:22][CH2:21][C:20]2[CH:23]=[CH:24][CH:25]=[C:18]([O:11][C:12]3[CH:17]=[CH:16][CH:15]=[CH:14][CH:13]=3)[CH:19]=2)[CH:10]=[CH:9][CH:8]=[CH:7][CH:6]=1. The yield is 0.880.